This data is from Forward reaction prediction with 1.9M reactions from USPTO patents (1976-2016). The task is: Predict the product of the given reaction. (1) Given the reactants [NH2:1][C:2]1[C:3]([C:16]([NH2:18])=[O:17])=[N:4][C:5]([C:8]2[CH:13]=[C:12](Br)[CH:11]=[CH:10][C:9]=2[F:15])=[N:6][CH:7]=1.[C:19]([C@:21]1([OH:28])[CH2:25][CH2:24][N:23]([CH3:26])[C:22]1=[O:27])#[CH:20], predict the reaction product. The product is: [NH2:1][C:2]1[C:3]([C:16]([NH2:18])=[O:17])=[N:4][C:5]([C:8]2[CH:13]=[C:12]([C:20]#[C:19][C@:21]3([OH:28])[CH2:25][CH2:24][N:23]([CH3:26])[C:22]3=[O:27])[CH:11]=[CH:10][C:9]=2[F:15])=[N:6][CH:7]=1. (2) The product is: [Cl:1][C:2]1[CH:3]=[C:4]([CH2:24][C:23]([OH:26])=[O:25])[CH:5]=[C:6]([Cl:19])[C:7]=1[CH2:8][C:9]1[CH:14]=[C:13]([CH:15]([CH3:16])[CH3:17])[C:12](=[O:18])[NH:11][N:10]=1. Given the reactants [Cl:1][C:2]1[CH:3]=[C:4](CC#N)[CH:5]=[C:6]([Cl:19])[C:7]=1[CH2:8][C:9]1[CH:14]=[C:13]([CH:15]([CH3:17])[CH3:16])[C:12](=[O:18])[NH:11][N:10]=1.[C:23]([O:26]CC)(=[O:25])[CH3:24], predict the reaction product. (3) Given the reactants Cl[C:2]1[N:3]=[C:4]([NH:21][CH:22]([CH3:24])[CH3:23])[C:5]2[CH:10]=[CH:9][N:8]([S:11]([C:14]3[CH:19]=[CH:18][C:17]([CH3:20])=[CH:16][CH:15]=3)(=[O:13])=[O:12])[C:6]=2[N:7]=1.[NH2:25][C:26]1[CH:34]=[CH:33][C:29]([C:30]([NH2:32])=[O:31])=[CH:28][CH:27]=1, predict the reaction product. The product is: [CH3:23][CH:22]([NH:21][C:4]1[C:5]2[CH:10]=[CH:9][N:8]([S:11]([C:14]3[CH:19]=[CH:18][C:17]([CH3:20])=[CH:16][CH:15]=3)(=[O:13])=[O:12])[C:6]=2[N:7]=[C:2]([NH:25][C:26]2[CH:34]=[CH:33][C:29]([C:30]([NH2:32])=[O:31])=[CH:28][CH:27]=2)[N:3]=1)[CH3:24]. (4) Given the reactants [CH2:1]([O:3][C:4](=[O:8])[CH2:5][C:6]#[N:7])[CH3:2].[Cl-].[Mg+2].[Cl-].[CH:12]1([C:15](Cl)=[O:16])[CH2:14][CH2:13]1.Cl, predict the reaction product. The product is: [CH2:1]([O:3][C:4](=[O:8])[C:5]([C:6]#[N:7])=[C:15]([CH:12]1[CH2:14][CH2:13]1)[OH:16])[CH3:2]. (5) The product is: [CH3:20][NH:21][C:22]([C:24]1[C:25]2[CH:34]=[CH:33][C:32]([O:35][C:2]3[CH:7]=[CH:6][N:5]=[C:4]4[CH:8]=[C:9]([C:11]([N:13]5[CH2:17][CH2:16][C@@H:15]([O:18][CH3:19])[CH2:14]5)=[O:12])[S:10][C:3]=34)=[CH:31][C:26]=2[S:27][C:28]=1[CH2:29][CH3:30])=[O:23]. Given the reactants Cl[C:2]1[CH:7]=[CH:6][N:5]=[C:4]2[CH:8]=[C:9]([C:11]([N:13]3[CH2:17][CH2:16][C@@H:15]([O:18][CH3:19])[CH2:14]3)=[O:12])[S:10][C:3]=12.[CH3:20][NH:21][C:22]([C:24]1[C:25]2[CH:34]=[CH:33][C:32]([OH:35])=[CH:31][C:26]=2[S:27][C:28]=1[CH2:29][CH3:30])=[O:23].C([O-])([O-])=O.[Cs+].[Cs+], predict the reaction product. (6) Given the reactants [CH3:1][N:2]1[CH:6]=[C:5]([C:7]2[N:19]3[C:10]([C:11]4[CH:12]=[C:13]([C:28]5[CH:33]=[CH:32][CH:31]=[CH:30][CH:29]=5)[C:14]([C:20]5[CH:27]=[CH:26][C:23]([CH:24]=O)=[CH:22][CH:21]=5)=[N:15][C:16]=4[CH:17]=[CH:18]3)=[N:9][N:8]=2)[N:4]=[CH:3]1.Cl.Cl.[NH:36]1[CH2:41][CH2:40][CH:39]([C:42]2[N:46]=[C:45]([C:47]3[CH:52]=[CH:51][CH:50]=[CH:49][N:48]=3)[NH:44][N:43]=2)[CH2:38][CH2:37]1.C(N(CC)CC)C.C(O)(=O)C.C(O[BH-](OC(=O)C)OC(=O)C)(=O)C.[Na+], predict the reaction product. The product is: [CH3:1][N:2]1[CH:6]=[C:5]([C:7]2[N:19]3[C:10]([C:11]4[CH:12]=[C:13]([C:28]5[CH:33]=[CH:32][CH:31]=[CH:30][CH:29]=5)[C:14]([C:20]5[CH:27]=[CH:26][C:23]([CH2:24][N:36]6[CH2:41][CH2:40][CH:39]([C:42]7[NH:46][C:45]([C:47]8[CH:52]=[CH:51][CH:50]=[CH:49][N:48]=8)=[N:44][N:43]=7)[CH2:38][CH2:37]6)=[CH:22][CH:21]=5)=[N:15][C:16]=4[CH:17]=[CH:18]3)=[N:9][N:8]=2)[N:4]=[CH:3]1.